This data is from Forward reaction prediction with 1.9M reactions from USPTO patents (1976-2016). The task is: Predict the product of the given reaction. (1) Given the reactants [C:1]([C:4]1[N:5]=[N:6][N:7]([C:9]2[CH:10]=[C:11]([CH:24]=[C:25]([N:27]([S:31]([CH3:34])(=[O:33])=[O:32])[CH2:28][CH2:29][CH3:30])[CH:26]=2)[C:12]([NH:14][C@@H:15]([C:17]2[CH:22]=[CH:21][C:20]([F:23])=[CH:19][CH:18]=2)[CH3:16])=[O:13])[CH:8]=1)(=[O:3])[CH3:2].C([Li])[C:36]1[CH:41]=[CH:40][CH:39]=[CH:38][CH:37]=1.[CH2:43]1COCC1, predict the reaction product. The product is: [F:23][C:20]1[CH:19]=[CH:18][C:17]([C@H:15]([NH:14][C:12](=[O:13])[C:11]2[CH:24]=[C:25]([N:27]([S:31]([CH3:34])(=[O:32])=[O:33])[CH2:28][CH2:29][CH3:30])[CH:26]=[C:9]([N:7]3[CH:8]=[C:4]([C:1]([OH:3])([CH3:43])[CH2:2][C:36]4[CH:41]=[CH:40][CH:39]=[CH:38][CH:37]=4)[N:5]=[N:6]3)[CH:10]=2)[CH3:16])=[CH:22][CH:21]=1. (2) Given the reactants [H-].[Na+].[Si](O[C@@H]1[C@@H](CCOS(C)(=O)=O)CN(C(OC(C)(C)C)=O)C1)(C(C)(C)C)(C)C.C(S)CCCCC.[Si]([O:44][C@@H:45]1[C@@H:49]([CH2:50][CH2:51][S:52][CH2:53][CH2:54][CH2:55][CH2:56][CH2:57][CH3:58])[CH2:48][N:47](C(OC(C)(C)C)=O)[CH2:46]1)(C(C)(C)C)(C)C.Cl, predict the reaction product. The product is: [CH2:53]([S:52][CH2:51][CH2:50][C@H:49]1[CH2:48][NH:47][CH2:46][C@@H:45]1[OH:44])[CH2:54][CH2:55][CH2:56][CH2:57][CH3:58]. (3) Given the reactants [C:1]([OH:20])(=[O:19])[CH2:2][CH2:3][CH2:4][CH2:5][CH2:6][CH2:7][CH2:8]/[CH:9]=[CH:10]\[CH2:11][CH2:12][CH2:13][CH2:14][CH2:15][CH2:16][CH2:17][CH3:18].[OH:21][CH2:22][CH:23]([CH2:25]O)[OH:24], predict the reaction product. The product is: [CH3:18][CH2:17][CH2:16][CH2:15][CH2:14][CH2:13][CH2:12][CH2:11]/[CH:10]=[CH:9]\[CH2:8][CH2:7][CH2:6][CH2:5][CH2:4][CH2:3][CH2:2][C:1]([O:20][CH2:25][CH:23]([OH:24])[CH2:22][OH:21])=[O:19]. (4) Given the reactants [CH:1]1([NH:7][C:8]2[C:13]([C:14]3[CH2:18][C:17]4([CH2:23][CH2:22][CH:21]([C:24]#[N:25])[CH2:20][CH2:19]4)[O:16][N:15]=3)=[CH:12][N:11]=[C:10]3[N:26]([CH2:30][CH3:31])[N:27]=[C:28](C)[C:9]=23)[CH2:6][CH2:5][CH2:4][CH2:3][CH2:2]1.[N-:32]=[N+:33]=[N-:34].[Na+].Cl.C(N(CC)CC)C, predict the reaction product. The product is: [CH:1]1([NH:7][C:8]2[C:9]3[CH:28]=[N:27][N:26]([CH2:30][CH3:31])[C:10]=3[N:11]=[CH:12][C:13]=2[C:14]2[CH2:18][C:17]3([CH2:23][CH2:22][CH:21]([C:24]4[NH:34][N:33]=[N:32][N:25]=4)[CH2:20][CH2:19]3)[O:16][N:15]=2)[CH2:2][CH2:3][CH2:4][CH2:5][CH2:6]1.